Predict the product of the given reaction. From a dataset of Forward reaction prediction with 1.9M reactions from USPTO patents (1976-2016). (1) Given the reactants [CH3:1][N:2]([CH3:6])[CH2:3][CH2:4][NH2:5].Cl[C:8]1[N:9]=[N+:10]([O-:19])[C:11]2[CH:17]=[C:16]([CH3:18])[CH:15]=[CH:14][C:12]=2[N:13]=1, predict the reaction product. The product is: [CH3:18][C:16]1[CH:15]=[CH:14][C:12]2[N:13]=[C:8]([NH:5][CH2:4][CH2:3][N:2]([CH3:6])[CH3:1])[N:9]=[N+:10]([O-:19])[C:11]=2[CH:17]=1. (2) Given the reactants [OH:1][N:2]=[C:3]([NH2:10])[C:4]1[CH:9]=[CH:8][CH:7]=[N:6][CH:5]=1.[C:11]([O:15][C:16]([NH:18][C:19]1[CH:20]=[C:21]([CH:25]=[CH:26][CH:27]=1)[C:22](O)=O)=[O:17])([CH3:14])([CH3:13])[CH3:12].N, predict the reaction product. The product is: [N:6]1[CH:7]=[CH:8][CH:9]=[C:4]([C:3]2[N:10]=[C:22]([C:21]3[CH:20]=[C:19]([NH:18][C:16](=[O:17])[O:15][C:11]([CH3:13])([CH3:12])[CH3:14])[CH:27]=[CH:26][CH:25]=3)[O:1][N:2]=2)[CH:5]=1. (3) Given the reactants C[O:2][C:3]([C:5]1[CH:13]=[C:12]2[C:8]([CH:9]=[CH:10][N:11]2[CH3:14])=[CH:7][CH:6]=1)=O.O.[NH2:16][NH2:17], predict the reaction product. The product is: [CH3:14][N:11]1[C:12]2[C:8](=[CH:7][CH:6]=[C:5]([C:3]([NH:16][NH2:17])=[O:2])[CH:13]=2)[CH:9]=[CH:10]1. (4) The product is: [Br:1][C:2]1[CH:3]=[CH:4][C:5]([OH:11])=[C:6]([C:8](=[O:10])[CH:9]=[CH:16][C:15]2[CH:18]=[CH:19][CH:20]=[C:13]([Cl:12])[CH:14]=2)[CH:7]=1. Given the reactants [Br:1][C:2]1[CH:3]=[CH:4][C:5]([OH:11])=[C:6]([C:8](=[O:10])[CH3:9])[CH:7]=1.[Cl:12][C:13]1[CH:14]=[C:15]([CH:18]=[CH:19][CH:20]=1)[CH:16]=O.CCO.[OH-].[Na+], predict the reaction product. (5) Given the reactants [NH2:1][C:2]1[O:6][N:5]=[C:4]([CH2:7][CH2:8][CH3:9])[C:3]=1[CH3:10].C(C1C(C)=C(N[C:20](=[O:28])[O:21][C:22]2[CH:27]=[CH:26][CH:25]=[CH:24][CH:23]=2)ON=1)C, predict the reaction product. The product is: [CH2:7]([C:4]1[C:3]([CH3:10])=[C:2]([NH:1][C:20](=[O:28])[O:21][C:22]2[CH:27]=[CH:26][CH:25]=[CH:24][CH:23]=2)[O:6][N:5]=1)[CH2:8][CH3:9].